From a dataset of Forward reaction prediction with 1.9M reactions from USPTO patents (1976-2016). Predict the product of the given reaction. (1) Given the reactants [C:1]([C:3]1[CH:8]=[CH:7][CH:6]=[C:5]([C:9]2[O:13][C:12]([C:14](=[O:31])[CH2:15][CH2:16][C:17]3[CH:22]=[CH:21][C:20]([CH2:23][O:24][C:25]4[CH:30]=[CH:29][CH:28]=[CH:27][CH:26]=4)=[CH:19][CH:18]=3)=[N:11][CH:10]=2)[N:4]=1)#[N:2].[N-:32]=[N+:33]=[N-:34].[Na+], predict the reaction product. The product is: [NH:32]1[C:1]([C:3]2[N:4]=[C:5]([C:9]3[O:13][C:12]([C:14](=[O:31])[CH2:15][CH2:16][C:17]4[CH:22]=[CH:21][C:20]([CH2:23][O:24][C:25]5[CH:26]=[CH:27][CH:28]=[CH:29][CH:30]=5)=[CH:19][CH:18]=4)=[N:11][CH:10]=3)[CH:6]=[CH:7][CH:8]=2)=[N:2][N:34]=[N:33]1. (2) Given the reactants [C:1]1(=[O:11])[NH:5][C:4](=[O:6])[C:3]2=[CH:7][CH:8]=[CH:9][CH:10]=[C:2]12.[N+:12]([C:15]1[CH:20]=[CH:19][C:18]([CH2:21]Cl)=[CH:17][CH:16]=1)([O-:14])=[O:13].C(=O)([O-])[O-].[K+].[K+].CN(C=O)C, predict the reaction product. The product is: [N+:12]([C:15]1[CH:20]=[CH:19][C:18]([CH2:21][N:5]2[C:1](=[O:11])[C:2]3=[CH:10][CH:9]=[CH:8][CH:7]=[C:3]3[C:4]2=[O:6])=[CH:17][CH:16]=1)([O-:14])=[O:13]. (3) Given the reactants [N+:1]([C:4]1[CH:9]=[CH:8][CH:7]=[CH:6][C:5]=1[S:10]([NH:13][C:14]1[CH:19]=[C:18]([CH3:20])[CH:17]=[CH:16][C:15]=1[CH3:21])(=[O:12])=[O:11])([O-])=O.[OH-].[K+], predict the reaction product. The product is: [NH2:1][C:4]1[CH:9]=[CH:8][CH:7]=[CH:6][C:5]=1[S:10]([NH:13][C:14]1[CH:19]=[C:18]([CH3:20])[CH:17]=[CH:16][C:15]=1[CH3:21])(=[O:12])=[O:11]. (4) Given the reactants [K].[OH:2][C:3]1[CH:10]=[CH:9][C:6]([CH:7]=[O:8])=[CH:5][CH:4]=1.[CH2:11]([N:18]1[C:22](Br)=[N:21][N:20]=[N:19]1)[C:12]1[CH:17]=[CH:16][CH:15]=[CH:14][CH:13]=1, predict the reaction product. The product is: [CH2:11]([N:18]1[C:22]([O:2][C:3]2[CH:10]=[CH:9][C:6]([CH:7]=[O:8])=[CH:5][CH:4]=2)=[N:21][N:20]=[N:19]1)[C:12]1[CH:13]=[CH:14][CH:15]=[CH:16][CH:17]=1. (5) Given the reactants C[O-].[Na+].[C:4]([O:7][C@H:8]1[C@@H:14]([O:15][CH2:16][C:17]2[CH:22]=[CH:21][CH:20]=[CH:19][CH:18]=2)[C@H:13]([O:23][CH2:24][C:25]2[CH:30]=[CH:29][CH:28]=[CH:27][CH:26]=2)[C@@H:12]([CH2:31][O:32][CH2:33][C:34]2[CH:39]=[CH:38][CH:37]=[CH:36][CH:35]=2)[O:11][C@@H:9]1[OH:10])(=[O:6])[CH3:5], predict the reaction product. The product is: [C:4]([O:7][C@H:8]1[C@@H:14]([O:15][CH2:16][C:17]2[CH:18]=[CH:19][CH:20]=[CH:21][CH:22]=2)[C@H:13]([O:23][CH2:24][C:25]2[CH:26]=[CH:27][CH:28]=[CH:29][CH:30]=2)[C@@H:12]([CH2:31][O:32][CH2:33][C:34]2[CH:35]=[CH:36][CH:37]=[CH:38][CH:39]=2)[O:11][C@@H:9]1[OH:10])(=[O:6])[CH3:5].[CH2:16]([O:15][C@H:14]1[C@H:13]([O:23][CH2:24][C:25]2[CH:30]=[CH:29][CH:28]=[CH:27][CH:26]=2)[C@@H:12]([CH2:31][O:32][CH2:33][C:34]2[CH:35]=[CH:36][CH:37]=[CH:38][CH:39]=2)[O:11][C@H:9]([OH:10])[C@H:8]1[OH:7])[C:17]1[CH:22]=[CH:21][CH:20]=[CH:19][CH:18]=1. (6) Given the reactants BrC1C=CC(S([O:11][C@@H:12]2[CH2:51][N:15]3[C:16](=[O:50])[C@@H:17]([NH:36][C:37]([O:39][C@@H:40]4[CH2:44][CH2:43][CH2:42][C@H:41]4[CH2:45][CH2:46][CH2:47][CH:48]=[CH2:49])=[O:38])[CH2:18][CH2:19][CH2:20][CH2:21][CH2:22][CH:23]=[CH:24][C@@H:25]4[CH2:30][C@@:26]4([C:31]([O:33][CH2:34][CH3:35])=[O:32])[NH:27][C:28](=[O:29])[C@@H:14]3[CH2:13]2)(=O)=O)=CC=1.C([O-])([O-])=O.[Cs+].[Cs+].CCO[C:61]([CH3:63])=O.O.[CH3:65][N:66]1[C:70](=O)[CH2:69][CH2:68][CH2:67]1, predict the reaction product. The product is: [O:50]=[C:16]1[N:15]2[CH2:51][C@H:12]([O:11][C:68]3[C:67]([CH:61]=[CH2:63])=[N:66][C:65]4[C:70]([CH:69]=3)=[CH:14][CH:13]=[CH:12][CH:51]=4)[CH2:13][C@H:14]2[C:28](=[O:29])[NH:27][C@:26]2([C:31]([O:33][CH2:34][CH3:35])=[O:32])[CH2:30][C@H:25]2[CH:24]=[CH:23][CH2:22][CH2:21][CH2:20][CH2:19][CH2:18][C@@H:17]1[NH:36][C:37]([O:39][C@@H:40]1[CH2:44][CH2:43][CH2:42][C@H:41]1[CH2:45][CH2:46][CH2:47][CH:48]=[CH2:49])=[O:38]. (7) Given the reactants [S:1]1[C:5]2[CH:6]=[CH:7][CH:8]=[C:9]([CH2:10][CH2:11][O:12][CH2:13][CH2:14][N:15]3[CH2:19][CH2:18][CH:17]([OH:20])[CH2:16]3)[C:4]=2[CH:3]=[CH:2]1.C(OCC)(=O)C.[ClH:27], predict the reaction product. The product is: [ClH:27].[S:1]1[C:5]2[CH:6]=[CH:7][CH:8]=[C:9]([CH2:10][CH2:11][O:12][CH2:13][CH2:14][N:15]3[CH2:19][CH2:18][CH:17]([OH:20])[CH2:16]3)[C:4]=2[CH:3]=[CH:2]1. (8) The product is: [OH:36][CH2:35][C@@H:30]([NH:29][C:3](=[O:12])[C:4]1[CH:9]=[C:8]([C:24]2[CH:23]=[CH:22][CH:21]=[C:20]([O:19][CH3:18])[CH:25]=2)[C:7]([N:13]2[CH2:17][CH2:16][CH2:15][CH2:14]2)=[N:6][CH:5]=1)[CH2:31][CH:32]([CH3:34])[CH3:33]. Given the reactants CO[C:3](=[O:12])[C:4]1[CH:9]=[C:8](Br)[C:7](Cl)=[N:6][CH:5]=1.[NH:13]1[CH2:17][CH2:16][CH2:15][CH2:14]1.[CH3:18][O:19][C:20]1[CH:21]=[C:22](B(O)O)[CH:23]=[CH:24][CH:25]=1.[NH2:29][C@H:30]([CH2:35][OH:36])[CH2:31][CH:32]([CH3:34])[CH3:33], predict the reaction product. (9) Given the reactants [CH2:1]([N:8]1[C:14]2[CH:15]=[CH:16][CH:17]=[CH:18][C:13]=2[NH:12][C:11](=[O:19])[C@@H:10]([NH:20]C(=O)OC(C)(C)C)[CH2:9]1)[C:2]1[CH:7]=[CH:6][CH:5]=[CH:4][CH:3]=1.[ClH:28], predict the reaction product. The product is: [ClH:28].[NH2:20][C@@H:10]1[C:11](=[O:19])[NH:12][C:13]2[CH:18]=[CH:17][CH:16]=[CH:15][C:14]=2[N:8]([CH2:1][C:2]2[CH:3]=[CH:4][CH:5]=[CH:6][CH:7]=2)[CH2:9]1. (10) Given the reactants Br[CH:2]=[C:3]1[C:9]2[CH:10]=[CH:11][CH:12]=[C:13]([Cl:14])[C:8]=2[CH2:7][CH2:6][C:5]2[CH:15]=[CH:16][CH:17]=[CH:18][C:4]1=2.[O:19]=[C:20]1[NH:24][C:23]2[CH:25]=[C:26](B(O)O)[CH:27]=[CH:28][C:22]=2[O:21]1, predict the reaction product. The product is: [Cl:14][C:13]1[C:8]2[CH2:7][CH2:6][C:5]3[CH:15]=[CH:16][CH:17]=[CH:18][C:4]=3[C:3](=[CH:2][C:26]3[CH:27]=[CH:28][C:22]4[O:21][C:20](=[O:19])[NH:24][C:23]=4[CH:25]=3)[C:9]=2[CH:10]=[CH:11][CH:12]=1.